From a dataset of Full USPTO retrosynthesis dataset with 1.9M reactions from patents (1976-2016). Predict the reactants needed to synthesize the given product. (1) Given the product [Br:2][C:3]1[CH:4]=[CH:5][C:6]([CH3:12])=[C:7]([CH2:8][OH:9])[CH:11]=1, predict the reactants needed to synthesize it. The reactants are: B.[Br:2][C:3]1[CH:4]=[CH:5][C:6]([CH3:12])=[C:7]([CH:11]=1)[C:8](O)=[O:9].CO.Cl. (2) Given the product [CH3:1][O:2][C:3](=[O:18])[CH2:4][C@H:5]1[CH2:6][CH2:7][C@H:8]([C:11]2[CH:12]=[CH:13][C:14]([OH:17])=[CH:15][CH:16]=2)[CH2:9][CH2:10]1, predict the reactants needed to synthesize it. The reactants are: [CH3:1][O:2][C:3](=[O:18])[CH:4]=[C:5]1[CH2:10][CH2:9][CH:8]([C:11]2[CH:16]=[CH:15][C:14]([OH:17])=[CH:13][CH:12]=2)[CH2:7][CH2:6]1.[H][H]. (3) Given the product [NH2:1][C:4]1[CH:9]=[CH:8][C:7]([C:10]2[CH:15]=[CH:14][C:13]([C:16]([F:18])([F:19])[F:17])=[CH:12][CH:11]=2)=[CH:6][C:5]=1[NH:20][CH2:21][CH2:22][C:23]([O:25][CH2:26][CH3:27])=[O:24], predict the reactants needed to synthesize it. The reactants are: [N+:1]([C:4]1[CH:9]=[CH:8][C:7]([C:10]2[CH:15]=[CH:14][C:13]([C:16]([F:19])([F:18])[F:17])=[CH:12][CH:11]=2)=[CH:6][C:5]=1[NH:20][CH2:21][CH2:22][C:23]([O:25][CH2:26][CH3:27])=[O:24])([O-])=O. (4) The reactants are: [O-:1][P:2]([O:5][P:6]([O-:9])([O-:8])=[O:7])([O-:4])=[O:3].[K+:10].[K+].[K+].[K+].[O-]P(OP([O-])([O-])=O)([O-])=O.[Na+:23].[Na+].[Na+].[Na+]. Given the product [O-:3][P:2]([O:5][P:6]([OH:9])([OH:8])=[O:7])(=[O:1])[O-:4].[K+:10].[Na+:23], predict the reactants needed to synthesize it. (5) Given the product [Br:10][C:11]1[CH:12]=[CH:13][C:14]([CH2:17][C:18]([N:3]([O:4][CH3:5])[CH3:2])=[O:20])=[CH:15][CH:16]=1, predict the reactants needed to synthesize it. The reactants are: Cl.[CH3:2][NH:3][O:4][CH3:5].Cl[Al](C)C.[Br:10][C:11]1[CH:16]=[CH:15][C:14]([CH2:17][C:18]([O:20]CC)=O)=[CH:13][CH:12]=1. (6) Given the product [CH2:33]([O:35][C:36](=[O:39])[CH2:37][NH:38][C:23](=[O:25])[C:22]1[CH:21]=[CH:20][C:19]([S:16](=[O:17])(=[O:18])[NH:15][C:10]2[CH:11]=[CH:12][CH:13]=[CH:14][C:9]=2[O:8][C:7]2[CH:6]=[CH:5][C:4]([O:3][C:2]([F:30])([F:1])[F:31])=[CH:29][CH:28]=2)=[CH:27][CH:26]=1)[CH3:34], predict the reactants needed to synthesize it. The reactants are: [F:1][C:2]([F:31])([F:30])[O:3][C:4]1[CH:29]=[CH:28][C:7]([O:8][C:9]2[CH:14]=[CH:13][CH:12]=[CH:11][C:10]=2[NH:15][S:16]([C:19]2[CH:27]=[CH:26][C:22]([C:23]([OH:25])=O)=[CH:21][CH:20]=2)(=[O:18])=[O:17])=[CH:6][CH:5]=1.Cl.[CH2:33]([O:35][C:36](=[O:39])[CH2:37][NH2:38])[CH3:34].